Dataset: Buchwald-Hartwig C-N cross coupling reaction yields with 55,370 reactions. Task: Predict the reaction yield, written as a fraction of the theoretical maximum amount of product (1.0 means a 100% yield; for example, 0.34 means a 34% yield). The reactants are COc1ccc(Cl)cc1.Cc1ccc(N)cc1.O=S(=O)(O[Pd]1c2ccccc2-c2ccccc2N~1)C(F)(F)F.CC(C)c1cc(C(C)C)c(-c2ccccc2P(C(C)(C)C)C(C)(C)C)c(C(C)C)c1.CCN=P(N=P(N(C)C)(N(C)C)N(C)C)(N(C)C)N(C)C.c1ccc(-c2ccon2)cc1. No catalyst specified. The product is COc1ccc(Nc2ccc(C)cc2)cc1. The yield is 0.0111.